From a dataset of Forward reaction prediction with 1.9M reactions from USPTO patents (1976-2016). Predict the product of the given reaction. (1) The product is: [CH2:18]([N:11]1[CH2:12][CH2:13][C:9]([C:4]2[CH:5]=[C:6]([F:8])[CH:7]=[C:2]([F:1])[CH:3]=2)([O:14][CH3:15])[CH2:10]1)[C:19]1[CH:24]=[CH:23][CH:22]=[CH:21][CH:20]=1. Given the reactants [F:1][C:2]1[CH:3]=[C:4]([C:9]2([O:14][CH3:15])[CH2:13][CH2:12][NH:11][CH2:10]2)[CH:5]=[C:6]([F:8])[CH:7]=1.[H-].[Na+].[CH2:18](Br)[C:19]1[CH:24]=[CH:23][CH:22]=[CH:21][CH:20]=1.Cl, predict the reaction product. (2) Given the reactants [N+:1]([C:4]1[CH:13]=[C:12]2[C:7]([CH2:8][CH2:9][C:10](=[O:14])[O:11]2)=[CH:6][CH:5]=1)([O-:3])=[O:2].[NH:15]1[CH2:19][CH2:18][CH2:17][CH2:16]1, predict the reaction product. The product is: [OH:11][C:12]1[CH:13]=[C:4]([N+:1]([O-:3])=[O:2])[CH:5]=[CH:6][C:7]=1[CH2:8][CH2:9][C:10]([N:15]1[CH2:19][CH2:18][CH2:17][CH2:16]1)=[O:14]. (3) Given the reactants [CH3:1][O:2][C:3]1[CH:16]=[C:15]([O:17][CH3:18])[CH:14]=[CH:13][C:4]=1[CH2:5][NH:6][C:7]1[S:11][N:10]=[C:9]([CH3:12])[N:8]=1.C[Si]([N-][Si](C)(C)C)(C)C.[Li+].[F:29][C:30]1[CH:35]=[C:34]([F:36])[C:33]([F:37])=[CH:32][C:31]=1[S:38](Cl)(=[O:40])=[O:39], predict the reaction product. The product is: [CH3:1][O:2][C:3]1[CH:16]=[C:15]([O:17][CH3:18])[CH:14]=[CH:13][C:4]=1[CH2:5][N:6]([C:7]1[S:11][N:10]=[C:9]([CH3:12])[N:8]=1)[S:38]([C:31]1[CH:32]=[C:33]([F:37])[C:34]([F:36])=[CH:35][C:30]=1[F:29])(=[O:40])=[O:39]. (4) Given the reactants C[Si](C=[N+]=[N-])(C)C.[CH3:8]CCCCC.[Br:14][C:15]1[CH:20]=[CH:19][C:18]([CH:21]([OH:25])[C:22]([OH:24])=[O:23])=[CH:17][CH:16]=1.CO, predict the reaction product. The product is: [CH3:8][O:23][C:22](=[O:24])[CH:21]([C:18]1[CH:17]=[CH:16][C:15]([Br:14])=[CH:20][CH:19]=1)[OH:25]. (5) Given the reactants [CH3:1][C:2]([NH:10][C:11](=[O:18])[C:12]1[CH:17]=[CH:16][CH:15]=[CH:14][CH:13]=1)([C:4]1[CH:9]=[CH:8][CH:7]=[CH:6][CH:5]=1)[CH3:3].CN(CCN(C)C)C.CN([CH:30]=[O:31])C, predict the reaction product. The product is: [OH:18][CH:11]1[C:12]2[C:13](=[CH:14][CH:15]=[CH:16][CH:17]=2)[C:30](=[O:31])[N:10]1[C:2]([CH3:1])([C:4]1[CH:9]=[CH:8][CH:7]=[CH:6][CH:5]=1)[CH3:3].